Task: Predict the reactants needed to synthesize the given product.. Dataset: Full USPTO retrosynthesis dataset with 1.9M reactions from patents (1976-2016) (1) Given the product [C:1]([NH:5][C:6]([C:8]1[C:16]2[C:11](=[N:12][CH:13]=[C:14]([C:17]3[C:25]4[C:20](=[CH:21][CH:22]=[C:23]([O:26][CH:27]([F:28])[F:29])[CH:24]=4)[N:19]([CH2:30][C:31]4[CH:32]=[N:33][N:34]([CH3:36])[CH:35]=4)[N:18]=3)[N:15]=2)[NH:10][CH:9]=1)=[O:7])([CH3:4])([CH3:3])[CH3:2], predict the reactants needed to synthesize it. The reactants are: [C:1]([NH:5][C:6]([C:8]1[C:16]2[C:11](=[N:12][CH:13]=[C:14]([C:17]3[C:25]4[C:20](=[CH:21][CH:22]=[C:23]([O:26][CH:27]([F:29])[F:28])[CH:24]=4)[N:19]([CH2:30][C:31]4[CH:32]=[N:33][N:34]([CH3:36])[CH:35]=4)[N:18]=3)[N:15]=2)[N:10](COCC[Si](C)(C)C)[CH:9]=1)=[O:7])([CH3:4])([CH3:3])[CH3:2].FC(F)(F)C(O)=O.C(N)CN. (2) Given the product [NH:1]([C:5]1[CH:10]=[CH:9][C:8]([NH2:11])=[CH:7][CH:6]=1)[C:2]([CH3:4])=[O:3], predict the reactants needed to synthesize it. The reactants are: [NH:1]([C:5]1[CH:10]=[CH:9][C:8]([N+:11]([O-])=O)=[CH:7][CH:6]=1)[C:2]([CH3:4])=[O:3].O.NN. (3) The reactants are: [F:1][C:2]([F:34])([F:33])[S:3]([NH:6][C:7]1[CH:12]=[CH:11][C:10]([O:13][C:14]2[C:23]3[C:18](=[CH:19][C:20]([O:24]C)=[CH:21][CH:22]=3)[CH:17]=[C:16]([CH3:26])[C:15]=2[C:27]2[CH:32]=[CH:31][CH:30]=[CH:29][CH:28]=2)=[CH:9][CH:8]=1)(=[O:5])=[O:4].B(Br)(Br)Br. Given the product [F:33][C:2]([F:1])([F:34])[S:3]([NH:6][C:7]1[CH:12]=[CH:11][C:10]([O:13][C:14]2[C:23]3[C:18](=[CH:19][C:20]([OH:24])=[CH:21][CH:22]=3)[CH:17]=[C:16]([CH3:26])[C:15]=2[C:27]2[CH:32]=[CH:31][CH:30]=[CH:29][CH:28]=2)=[CH:9][CH:8]=1)(=[O:4])=[O:5], predict the reactants needed to synthesize it. (4) Given the product [C:15]([O:14][C:12](=[O:13])[NH:8][C:5]1[CH:6]=[CH:7][C:2]([F:1])=[C:3]([N+:9]([O-:11])=[O:10])[CH:4]=1)([CH3:18])([CH3:17])[CH3:16], predict the reactants needed to synthesize it. The reactants are: [F:1][C:2]1[CH:7]=[CH:6][C:5]([NH2:8])=[CH:4][C:3]=1[N+:9]([O-:11])=[O:10].[C:12](O[C:12]([O:14][C:15]([CH3:18])([CH3:17])[CH3:16])=[O:13])([O:14][C:15]([CH3:18])([CH3:17])[CH3:16])=[O:13]. (5) Given the product [ClH:24].[CH2:1]([O:8][C:9]1[CH:18]=[C:17]2[C:12]([C:13]([Cl:24])=[N:14][CH:15]=[N:16]2)=[CH:11][C:10]=1[O:20][CH3:21])[C:2]1[CH:7]=[CH:6][CH:5]=[CH:4][CH:3]=1, predict the reactants needed to synthesize it. The reactants are: [CH2:1]([O:8][C:9]1[CH:18]=[C:17]2[C:12]([C:13](=O)[NH:14][CH:15]=[N:16]2)=[CH:11][C:10]=1[O:20][CH3:21])[C:2]1[CH:7]=[CH:6][CH:5]=[CH:4][CH:3]=1.S(Cl)([Cl:24])=O. (6) Given the product [F:1][C:2]1[CH:16]=[CH:15][CH:14]=[CH:13][C:3]=1[O:4][C:5]1[CH:12]=[CH:11][C:8]([C:9]([OH:23])=[O:10])=[CH:7][CH:6]=1, predict the reactants needed to synthesize it. The reactants are: [F:1][C:2]1[CH:16]=[CH:15][CH:14]=[CH:13][C:3]=1[O:4][C:5]1[CH:12]=[CH:11][C:8]([CH:9]=[O:10])=[CH:7][CH:6]=1.CC(=CC)C.P([O-])(O)(O)=[O:23].[K+].Cl([O-])=O.[Na+].